The task is: Predict the product of the given reaction.. This data is from Forward reaction prediction with 1.9M reactions from USPTO patents (1976-2016). Given the reactants C[Si]([C:5]#[C:6][C:7]1[CH:16]=[CH:15][C:10]([C:11]([O:13][CH3:14])=[O:12])=[CH:9][N:8]=1)(C)C.CCCC[N+](CCCC)(CCCC)CCCC.[F-], predict the reaction product. The product is: [C:6]([C:7]1[N:8]=[CH:9][C:10]([C:11]([O:13][CH3:14])=[O:12])=[CH:15][CH:16]=1)#[CH:5].